This data is from Catalyst prediction with 721,799 reactions and 888 catalyst types from USPTO. The task is: Predict which catalyst facilitates the given reaction. (1) Reactant: C([O:3][C:4](=O)[CH2:5][N:6]([CH2:17][CH2:18][CH2:19][N:20]([CH2:28][C:29]1[CH:37]=[CH:36][C:32]2[O:33][CH2:34][O:35][C:31]=2[CH:30]=1)C(OC(C)(C)C)=O)[C:7]1[S:11][N:10]=[C:9]([N:12]2[CH:16]=[CH:15][N:14]=[CH:13]2)[N:8]=1)C.[NH3:39]. Product: [O:33]1[C:32]2[CH:36]=[CH:37][C:29]([CH2:28][NH:20][CH2:19][CH2:18][CH2:17][N:6]([C:7]3[S:11][N:10]=[C:9]([N:12]4[CH:16]=[CH:15][N:14]=[CH:13]4)[N:8]=3)[CH2:5][C:4]([NH2:39])=[O:3])=[CH:30][C:31]=2[O:35][CH2:34]1. The catalyst class is: 191. (2) Reactant: Br[C:2]1[CH:3]=[CH:4][C:5]2[N:6]([C:15]3[CH:19]=[CH:18][S:17][C:16]=3[C:20](O)([CH3:22])[CH3:21])[C:7]3[C:12]([C:13]=2[CH:14]=1)=[CH:11][CH:10]=[CH:9][CH:8]=3.CS(O)(=O)=O.O. Product: [CH3:22][C:20]1([CH3:21])[C:8]2[C:7]3[N:6]([C:5]4[CH:4]=[CH:3][CH:2]=[CH:14][C:13]=4[C:12]=3[CH:11]=[CH:10][CH:9]=2)[C:15]2[CH:19]=[CH:18][S:17][C:16]1=2. The catalyst class is: 11. (3) Reactant: [CH3:1][O:2][CH:3]([O:15][CH3:16])[CH2:4][C:5]1[C:6]([C:13]#[N:14])=[N:7][CH:8]=[C:9]([O:11][CH3:12])[CH:10]=1.C(=O)([O-])[O-:18].[Na+].[Na+].OO. Product: [CH3:16][O:15][CH:3]([O:2][CH3:1])[CH2:4][C:5]1[C:6]([C:13]([NH2:14])=[O:18])=[N:7][CH:8]=[C:9]([O:11][CH3:12])[CH:10]=1. The catalyst class is: 283. (4) Reactant: [O:1]=[C:2]([CH2:9][C:10]([O:12][CH2:13][CH3:14])=[O:11])[CH2:3][C:4]([O:6][CH2:7][CH3:8])=[O:5].[H-].[Na+].I[CH3:18]. Product: [CH3:18][CH:9]([C:2](=[O:1])[CH2:3][C:4]([O:6][CH2:7][CH3:8])=[O:5])[C:10]([O:12][CH2:13][CH3:14])=[O:11]. The catalyst class is: 7. (5) Reactant: CN(C1C(C2C(P(C3CCCCC3)C3CCCCC3)=CC=CC=2)=CC=CC=1)C.[N:29]1([C:35]([O:37][C:38]([CH3:41])([CH3:40])[CH3:39])=[O:36])[CH2:34][CH2:33][NH:32][CH2:31][CH2:30]1.CC(C)([O-])C.[Na+].Br[C:49]1[CH:50]=[C:51]2[C:56](=[CH:57][CH:58]=1)[N:55]([C:59](=[O:61])[CH3:60])[C@@H:54]([CH:62]1[CH2:64][CH2:63]1)[C@H:53]([CH3:65])[C@H:52]2[NH:66][C:67]1[N:72]=[CH:71][CH:70]=[CH:69][N:68]=1. Product: [C:59]([N:55]1[C:56]2[C:51](=[CH:50][C:49]([N:32]3[CH2:33][CH2:34][N:29]([C:35]([O:37][C:38]([CH3:41])([CH3:40])[CH3:39])=[O:36])[CH2:30][CH2:31]3)=[CH:58][CH:57]=2)[C@H:52]([NH:66][C:67]2[N:72]=[CH:71][CH:70]=[CH:69][N:68]=2)[C@@H:53]([CH3:65])[C@@H:54]1[CH:62]1[CH2:64][CH2:63]1)(=[O:61])[CH3:60]. The catalyst class is: 62. (6) Reactant: [CH2:1]([O:3][C:4]([C:6]1[C:7]2[C:22]([O:23][Si](C)(C)C)=[CH:21][CH2:20][CH2:19][CH2:18][C:8]=2[N:9]([C:11]([O:13][C:14]([CH3:17])([CH3:16])[CH3:15])=[O:12])[CH:10]=1)=[O:5])[CH3:2].[C:28]1([Se:34]Cl)[CH:33]=[CH:32][CH:31]=[CH:30][CH:29]=1. Product: [CH2:1]([O:3][C:4]([C:6]1[C:7]2[C:22](=[O:23])[CH:21]([Se:34][C:28]3[CH:33]=[CH:32][CH:31]=[CH:30][CH:29]=3)[CH2:20][CH2:19][CH2:18][C:8]=2[N:9]([C:11]([O:13][C:14]([CH3:17])([CH3:16])[CH3:15])=[O:12])[CH:10]=1)=[O:5])[CH3:2]. The catalyst class is: 48.